From a dataset of Catalyst prediction with 721,799 reactions and 888 catalyst types from USPTO. Predict which catalyst facilitates the given reaction. (1) Reactant: [CH2:1]([O:8][C:9]1[CH:10]=[C:11]2[C:15](=[CH:16][CH:17]=1)[NH:14][N:13]=[C:12]2[CH2:18][C:19]([OH:21])=O)[C:2]1[CH:7]=[CH:6][CH:5]=[CH:4][CH:3]=1.[C:22]([O-:25])(=O)[CH3:23].[Na+].O.[C:28](OCC)(=O)C. Product: [CH2:1]([O:8][C:9]1[CH:10]=[C:11]2[C:15](=[CH:16][CH:17]=1)[N:14]([C:22](=[O:25])[CH3:23])[N:13]=[C:12]2[CH2:18][C:19](=[O:21])[CH3:28])[C:2]1[CH:3]=[CH:4][CH:5]=[CH:6][CH:7]=1. The catalyst class is: 152. (2) Reactant: [Br:1][C:2]1[CH:3]=[CH:4][CH:5]=[C:6]2[C:29]=1[C:9]1([CH2:14][CH2:13][N:12]([C:15](=[O:28])/[CH:16]=[CH:17]/[C:18]3[CH:23]=[CH:22][CH:21]=[CH:20][C:19]=3[C:24]([F:27])([F:26])[F:25])[CH2:11][CH2:10]1)[CH2:8][CH:7]2[NH:30]C(=O)OCC[Si](C)(C)C.[N+](CC)(CC)(CC)CC.[F-]. Product: [NH2:30][CH:7]1[C:6]2[C:29](=[C:2]([Br:1])[CH:3]=[CH:4][CH:5]=2)[C:9]2([CH2:14][CH2:13][N:12]([C:15](=[O:28])/[CH:16]=[CH:17]/[C:18]3[CH:23]=[CH:22][CH:21]=[CH:20][C:19]=3[C:24]([F:25])([F:26])[F:27])[CH2:11][CH2:10]2)[CH2:8]1. The catalyst class is: 23. (3) Reactant: [C:1]([O:5][C:6]([NH:8][C@H:9]([C:13]1[CH:18]=[CH:17][C:16]([OH:19])=[CH:15][CH:14]=1)[C:10]([OH:12])=[O:11])=[O:7])([CH3:4])([CH3:3])[CH3:2].[H-].[Na+].[CH2:22]([O:29][CH2:30][CH:31](OS(C1C=C(Cl)C=CC=1Cl)(=O)=O)[CH2:32][O:33][CH2:34][C:35]1[CH:40]=[CH:39][CH:38]=[CH:37][CH:36]=1)[C:23]1[CH:28]=[CH:27][CH:26]=[CH:25][CH:24]=1.Cl. Product: [CH2:22]([O:29][CH2:30][CH:31]([CH2:32][O:33][CH2:34][C:35]1[CH:36]=[CH:37][CH:38]=[CH:39][CH:40]=1)[O:19][C:16]1[CH:17]=[CH:18][C:13]([C@@H:9]([NH:8][C:6]([O:5][C:1]([CH3:4])([CH3:2])[CH3:3])=[O:7])[C:10]([OH:12])=[O:11])=[CH:14][CH:15]=1)[C:23]1[CH:24]=[CH:25][CH:26]=[CH:27][CH:28]=1. The catalyst class is: 288. (4) Reactant: Cl[C:2]1[C:11]2[C:6](=[CH:7][C:8]([O:14][CH3:15])=[C:9]([O:12][CH3:13])[CH:10]=2)[N:5]=[CH:4][CH:3]=1.[OH:16][C:17]1[C:22]([OH:23])=[CH:21][CH:20]=[CH:19][N:18]=1. Product: [CH3:13][O:12][C:9]1[CH:10]=[C:11]2[C:6](=[CH:7][C:8]=1[O:14][CH3:15])[N:5]=[CH:4][CH:3]=[C:2]2[O:23][C:22]1[C:17]([OH:16])=[N:18][CH:19]=[CH:20][CH:21]=1. The catalyst class is: 420. (5) Reactant: C[Si](C)(C)CC[O:5][C:6](=[O:37])[C:7]1[CH:12]=[C:11]([C:13]2[CH:14]=[N:15][C:16]([C:21]([F:24])([F:23])[F:22])=[CH:17][C:18]=2[C:19]#[N:20])[C:10]([Cl:25])=[CH:9][C:8]=1[O:26][CH2:27][CH2:28][CH2:29][C:30]([O:32][C:33]([CH3:36])([CH3:35])[CH3:34])=[O:31].[F-].C([N+](CCCC)(CCCC)CCCC)CCC. Product: [C:33]([O:32][C:30]([CH2:29][CH2:28][CH2:27][O:26][C:8]1[CH:9]=[C:10]([Cl:25])[C:11]([C:13]2[CH:14]=[N:15][C:16]([C:21]([F:23])([F:24])[F:22])=[CH:17][C:18]=2[C:19]#[N:20])=[CH:12][C:7]=1[C:6]([OH:37])=[O:5])=[O:31])([CH3:36])([CH3:34])[CH3:35]. The catalyst class is: 1. (6) Reactant: C[N:2]([C:12]1[CH:17]=[CH:16][CH:15]=[CH:14][CH:13]=1)[C:3]1[CH:11]=[CH:10][C:6]([C:7]([OH:9])=O)=[CH:5][CH:4]=1.Cl.[Cl:19][C:20]1[CH:21]=[C:22]2[C:26](=[CH:27][CH:28]=1)[NH:25][CH:24]=[C:23]2[CH2:29][CH2:30][NH2:31].CN(C(ON1N=NC2C=CC=NC1=2)=[N+](C)C)C.F[P-](F)(F)(F)(F)F.C(N(CC)C(C)C)(C)C. Product: [Cl:19][C:20]1[CH:21]=[C:22]2[C:26](=[CH:27][CH:28]=1)[NH:25][CH:24]=[C:23]2[CH2:29][CH2:30][NH:31][C:7](=[O:9])[C:6]1[CH:5]=[CH:4][C:3]([NH:2][C:12]2[CH:13]=[CH:14][CH:15]=[CH:16][CH:17]=2)=[CH:11][CH:10]=1. The catalyst class is: 3.